This data is from Full USPTO retrosynthesis dataset with 1.9M reactions from patents (1976-2016). The task is: Predict the reactants needed to synthesize the given product. (1) The reactants are: [C:1]([O:4][CH2:5][C:6]1[CH:11]=[C:10]([C:12]#[N:13])[CH:9]=[CH:8][C:7]=1Br)(=[O:3])[CH3:2].[B:15]1([B:15]2[O:19][C:18]([CH3:21])([CH3:20])[C:17]([CH3:23])([CH3:22])[O:16]2)[O:19][C:18]([CH3:21])([CH3:20])[C:17]([CH3:23])([CH3:22])[O:16]1.CC([O-])=O.[K+]. Given the product [C:1]([O:4][CH2:5][C:6]1[CH:11]=[C:10]([C:12]#[N:13])[CH:9]=[CH:8][C:7]=1[B:15]1[O:19][C:18]([CH3:21])([CH3:20])[C:17]([CH3:23])([CH3:22])[O:16]1)(=[O:3])[CH3:2], predict the reactants needed to synthesize it. (2) The reactants are: Br[C:2]1[CH:3]=[C:4]2[C:9](=[CH:10][CH:11]=1)[N:8]=[CH:7][C:6]([C:12](=[O:16])[CH:13]([CH3:15])[CH3:14])=[C:5]2[NH:17][C@H:18]1[CH2:23][CH2:22][C@H:21]([NH:24][C:25](=[O:31])[O:26][C:27]([CH3:30])([CH3:29])[CH3:28])[CH2:20][CH2:19]1.[Cl:32][C:33]1[CH:34]=[C:35](B(O)O)[CH:36]=[CH:37][C:38]=1[OH:39]. Given the product [Cl:32][C:33]1[CH:34]=[C:35]([C:2]2[CH:3]=[C:4]3[C:9](=[CH:10][CH:11]=2)[N:8]=[CH:7][C:6]([C:12](=[O:16])[CH:13]([CH3:15])[CH3:14])=[C:5]3[NH:17][C@H:18]2[CH2:19][CH2:20][C@H:21]([NH:24][C:25](=[O:31])[O:26][C:27]([CH3:30])([CH3:28])[CH3:29])[CH2:22][CH2:23]2)[CH:36]=[CH:37][C:38]=1[OH:39], predict the reactants needed to synthesize it. (3) Given the product [O:30]1[CH2:34][CH2:33][O:32][CH:31]1[CH2:35][NH:36][C:7]1[NH:8][C:3](=[O:2])[CH:4]=[C:5]([C:13]2[CH:29]=[CH:28][C:16]3[NH:17][C:18]([NH:20][C:21]([C:23]4[S:24][CH:25]=[CH:26][CH:27]=4)=[O:22])=[N:19][C:15]=3[CH:14]=2)[N:6]=1, predict the reactants needed to synthesize it. The reactants are: C[O:2][C:3]1[N:8]=[C:7](S(C)(=O)=O)[N:6]=[C:5]([C:13]2[CH:29]=[CH:28][C:16]3[NH:17][C:18]([NH:20][C:21]([C:23]4[S:24][CH:25]=[CH:26][CH:27]=4)=[O:22])=[N:19][C:15]=3[CH:14]=2)[CH:4]=1.[O:30]1[CH2:34][CH2:33][O:32][CH:31]1[CH2:35][NH2:36]. (4) The reactants are: [NH2:1][C:2]1[NH:3][C:4](=[O:18])[C:5]2[CH:10]=[C:9]([C:11]3[CH:16]=[CH:15][C:14]([F:17])=[CH:13][CH:12]=3)[S:8][C:6]=2[N:7]=1.F[P-](F)(F)(F)(F)F.N1(O[P+](N(C)C)(N(C)C)N(C)C)[C:30]2C=CC=C[C:29]=2N=N1.C1CCN2C(=NCCC2)CC1.[O-]CC.[Na+]. Given the product [CH2:29]([O:18][C:4]1[C:5]2[CH:10]=[C:9]([C:11]3[CH:12]=[CH:13][C:14]([F:17])=[CH:15][CH:16]=3)[S:8][C:6]=2[N:7]=[C:2]([NH2:1])[N:3]=1)[CH3:30], predict the reactants needed to synthesize it. (5) Given the product [Br:1][C:2]1[CH:10]=[C:9]2[C:5]([CH:6]=[CH:7][N:8]2[C:11]([O:13][C:14]([CH3:17])([CH3:16])[CH3:15])=[O:12])=[CH:4][CH:3]=1, predict the reactants needed to synthesize it. The reactants are: [Br:1][C:2]1[CH:10]=[C:9]2[C:5]([CH:6]=[CH:7][NH:8]2)=[CH:4][CH:3]=1.[C:11](O[C:11]([O:13][C:14]([CH3:17])([CH3:16])[CH3:15])=[O:12])([O:13][C:14]([CH3:17])([CH3:16])[CH3:15])=[O:12]. (6) Given the product [Cl:1][C:2]1[C:16]([Cl:17])=[CH:15][C:5]2[NH:6][C:7]([C:9]3([C:10]([F:13])([F:12])[F:11])[NH:21][CH2:18][CH2:19][NH:20]3)=[N:8][C:4]=2[CH:3]=1, predict the reactants needed to synthesize it. The reactants are: [Cl:1][C:2]1[C:16]([Cl:17])=[CH:15][C:5]2[NH:6][C:7]([C:9](=O)[C:10]([F:13])([F:12])[F:11])=[N:8][C:4]=2[CH:3]=1.[CH2:18]([NH2:21])[CH2:19][NH2:20].O.C1(C)C=CC(S(O)(=O)=O)=CC=1. (7) Given the product [CH3:22][CH2:21][CH2:20][CH2:19][CH2:18][CH2:17][CH2:16][CH2:15]/[CH:14]=[CH:13]\[CH2:12][CH2:11][CH2:10][CH2:9][CH2:8][CH2:7][CH2:6][C:5]([NH:4][CH2:3][CH2:1][OH:2])=[O:23], predict the reactants needed to synthesize it. The reactants are: [CH2:1]([CH2:3][NH2:4])[OH:2].[C:5](O)(=[O:23])[CH2:6][CH2:7][CH2:8][CH2:9][CH2:10][CH2:11][CH2:12]/[CH:13]=[CH:14]\[CH2:15][CH2:16][CH2:17][CH2:18][CH2:19][CH2:20][CH2:21][CH3:22].